Dataset: NCI-60 drug combinations with 297,098 pairs across 59 cell lines. Task: Regression. Given two drug SMILES strings and cell line genomic features, predict the synergy score measuring deviation from expected non-interaction effect. (1) Synergy scores: CSS=31.1, Synergy_ZIP=-1.89, Synergy_Bliss=-0.917, Synergy_Loewe=-11.9, Synergy_HSA=-2.12. Drug 1: C1=C(C(=O)NC(=O)N1)N(CCCl)CCCl. Drug 2: N.N.Cl[Pt+2]Cl. Cell line: NCI-H460. (2) Cell line: SNB-19. Synergy scores: CSS=13.0, Synergy_ZIP=1.71, Synergy_Bliss=3.24, Synergy_Loewe=-0.578, Synergy_HSA=-0.590. Drug 2: C#CCC(CC1=CN=C2C(=N1)C(=NC(=N2)N)N)C3=CC=C(C=C3)C(=O)NC(CCC(=O)O)C(=O)O. Drug 1: C1=CC(=CC=C1CC(C(=O)O)N)N(CCCl)CCCl.Cl. (3) Drug 1: CC=C1C(=O)NC(C(=O)OC2CC(=O)NC(C(=O)NC(CSSCCC=C2)C(=O)N1)C(C)C)C(C)C. Drug 2: CC1C(C(CC(O1)OC2CC(CC3=C2C(=C4C(=C3O)C(=O)C5=C(C4=O)C(=CC=C5)OC)O)(C(=O)CO)O)N)O.Cl. Cell line: K-562. Synergy scores: CSS=37.1, Synergy_ZIP=-3.57, Synergy_Bliss=-3.82, Synergy_Loewe=-39.6, Synergy_HSA=-5.48. (4) Drug 1: CNC(=O)C1=CC=CC=C1SC2=CC3=C(C=C2)C(=NN3)C=CC4=CC=CC=N4. Drug 2: CN(CCCl)CCCl.Cl. Cell line: MOLT-4. Synergy scores: CSS=47.4, Synergy_ZIP=-2.71, Synergy_Bliss=0.825, Synergy_Loewe=-12.5, Synergy_HSA=1.10.